Dataset: Peptide-MHC class I binding affinity with 185,985 pairs from IEDB/IMGT. Task: Regression. Given a peptide amino acid sequence and an MHC pseudo amino acid sequence, predict their binding affinity value. This is MHC class I binding data. (1) The peptide sequence is QIYAGIKVK. The MHC is HLA-B35:01 with pseudo-sequence HLA-B35:01. The binding affinity (normalized) is 0. (2) The peptide sequence is IVHPPMLYM. The binding affinity (normalized) is 0.619. The MHC is HLA-C12:03 with pseudo-sequence HLA-C12:03. (3) The peptide sequence is MSFLEKDAPY. The MHC is HLA-A26:01 with pseudo-sequence HLA-A26:01. The binding affinity (normalized) is 0.485. (4) The binding affinity (normalized) is 0.0847. The peptide sequence is VPPTNSINK. The MHC is HLA-A24:03 with pseudo-sequence HLA-A24:03.